From a dataset of Full USPTO retrosynthesis dataset with 1.9M reactions from patents (1976-2016). Predict the reactants needed to synthesize the given product. (1) Given the product [NH2:11][C:10]1[C:2]([OH:1])=[CH:3][CH:4]=[C:5]2[C:9]=1[N:8]([CH2:14][C@@H:15]([NH:17][C:18](=[O:27])[O:19][CH2:20][C:21]1[CH:22]=[CH:23][CH:24]=[CH:25][CH:26]=1)[CH3:16])[N:7]=[CH:6]2, predict the reactants needed to synthesize it. The reactants are: [OH:1][C:2]1[C:10]([N+:11]([O-])=O)=[C:9]2[C:5]([CH:6]=[N:7][N:8]2[CH2:14][C@@H:15]([NH:17][C:18](=[O:27])[O:19][CH2:20][C:21]2[CH:26]=[CH:25][CH:24]=[CH:23][CH:22]=2)[CH3:16])=[CH:4][CH:3]=1.C(O)(=O)C. (2) Given the product [CH:1]1([O:4][C:5]2[CH:6]=[C:7]([C:11]3[CH:16]=[CH:15][C:14]([CH2:17][OH:18])=[CH:13][C:12]=3[CH:21]3[CH2:25][CH2:24][CH2:23][C:22]3([CH3:27])[CH3:26])[CH:8]=[CH:9][CH:10]=2)[CH2:3][CH2:2]1, predict the reactants needed to synthesize it. The reactants are: [CH:1]1([O:4][C:5]2[CH:6]=[C:7]([C:11]3[CH:16]=[CH:15][C:14]([C:17](OC)=[O:18])=[CH:13][C:12]=3[CH:21]3[CH2:25][CH2:24][CH2:23][C:22]3([CH3:27])[CH3:26])[CH:8]=[CH:9][CH:10]=2)[CH2:3][CH2:2]1.[H-].[H-].[H-].[H-].[Li+].[Al+3].[OH-].[Na+]. (3) Given the product [NH2:33][C:34]([CH3:45])([CH3:46])[CH2:35][O:36][C:37]1[CH:38]=[CH:39][C:40]([CH2:43][CH2:2][CH2:1][NH:3][C:4]2[CH:9]=[CH:8][CH:7]=[CH:6][C:5]=2[C@@H:10]2[CH2:19][CH2:18][C:17]3[CH:16]=[C:15]([OH:20])[CH:14]=[CH:13][C:12]=3[CH2:11]2)=[CH:41][CH:42]=1, predict the reactants needed to synthesize it. The reactants are: [CH2:1]([NH:3][C:4]1[CH:9]=[CH:8][CH:7]=[CH:6][C:5]=1[C@@H:10]1[CH2:19][CH2:18][C:17]2[CH:16]=[C:15]([O:20]C(=O)C(C)(C)C)[CH:14]=[CH:13][C:12]=2[CH2:11]1)[CH3:2].C(OC(=O)[NH:33][C:34]([CH3:46])([CH3:45])[CH2:35][O:36][C:37]1[CH:42]=[CH:41][C:40]([CH:43]=O)=[CH:39][CH:38]=1)(C)(C)C.